From a dataset of Catalyst prediction with 721,799 reactions and 888 catalyst types from USPTO. Predict which catalyst facilitates the given reaction. (1) Reactant: Cl[C:2]1[C:11]([N:12]([CH:14]([CH3:16])[CH3:15])[CH3:13])=[N:10][C:9]2[C:4](=[CH:5][CH:6]=[C:7]([C:17]([O:19][CH3:20])=[O:18])[CH:8]=2)[N:3]=1.[NH:21]1[C:29]2[C:24](=[CH:25][C:26](B(O)O)=[CH:27][CH:28]=2)[CH:23]=[N:22]1.[O-]P([O-])([O-])=O.[K+].[K+].[K+]. Product: [NH:21]1[C:29]2[C:24](=[CH:25][C:26]([C:2]3[C:11]([N:12]([CH:14]([CH3:16])[CH3:15])[CH3:13])=[N:10][C:9]4[C:4](=[CH:5][CH:6]=[C:7]([C:17]([O:19][CH3:20])=[O:18])[CH:8]=4)[N:3]=3)=[CH:27][CH:28]=2)[CH:23]=[N:22]1. The catalyst class is: 70. (2) Reactant: [H-].[Na+].[OH:3][C@@H:4]1[CH2:8][CH2:7][N:6]([C:9]([O:11][C:12]([CH3:15])([CH3:14])[CH3:13])=[O:10])[CH2:5]1.Br[CH2:17][C:18]([O:20][C:21]([CH3:24])([CH3:23])[CH3:22])=[O:19]. Product: [C:21]([O:20][C:18](=[O:19])[CH2:17][O:3][C@@H:4]1[CH2:8][CH2:7][N:6]([C:9]([O:11][C:12]([CH3:15])([CH3:14])[CH3:13])=[O:10])[CH2:5]1)([CH3:24])([CH3:23])[CH3:22]. The catalyst class is: 7.